From a dataset of Full USPTO retrosynthesis dataset with 1.9M reactions from patents (1976-2016). Predict the reactants needed to synthesize the given product. (1) Given the product [NH2:9][C:4]1[CH:3]=[C:2]([C:33]#[C:32][C:30]([CH3:31])([OH:34])[CH3:29])[C:7]([CH3:8])=[N:6][CH:5]=1, predict the reactants needed to synthesize it. The reactants are: I[C:2]1[CH:3]=[C:4]([NH2:9])[CH:5]=[N:6][C:7]=1[CH3:8].C1(P(C2C=CC=CC=2)C2C=CC=CC=2)C=CC=CC=1.[CH3:29][C:30]([OH:34])([C:32]#[CH:33])[CH3:31]. (2) Given the product [CH3:1][O:2][C:3](=[O:20])[CH:4]([Br:28])[C:5]1[CH:10]=[CH:9][C:8]([S:11]([CH:14]2[CH2:19][CH2:18][O:17][CH2:16][CH2:15]2)(=[O:12])=[O:13])=[CH:7][CH:6]=1, predict the reactants needed to synthesize it. The reactants are: [CH3:1][O:2][C:3](=[O:20])[CH2:4][C:5]1[CH:10]=[CH:9][C:8]([S:11]([CH:14]2[CH2:19][CH2:18][O:17][CH2:16][CH2:15]2)(=[O:13])=[O:12])=[CH:7][CH:6]=1.C1C(=O)N([Br:28])C(=O)C1.C(OOC(=O)C1C=CC=CC=1)(=O)C1C=CC=CC=1. (3) Given the product [CH3:43][N:42]([CH3:44])[CH2:41][CH2:40][O:7][C:8]1[CH:13]=[CH:12][C:11]([CH2:14][CH2:15][N:16]2[C:20]3=[N:21][C:22]([N:26]4[CH2:27][CH:28]5[O:33][CH:31]([CH2:30][CH2:29]5)[CH2:32]4)=[CH:23][C:24](=[O:25])[N:19]3[CH2:18][C@@:17]2([CH3:38])[C:34]([F:37])([F:36])[F:35])=[CH:10][CH:9]=1, predict the reactants needed to synthesize it. The reactants are: C(=O)([O-])[O-].[Cs+].[Cs+].[OH:7][C:8]1[CH:13]=[CH:12][C:11]([CH2:14][CH2:15][N:16]2[C:20]3=[N:21][C:22]([N:26]4[CH2:32][CH:31]5[O:33][CH:28]([CH2:29][CH2:30]5)[CH2:27]4)=[CH:23][C:24](=[O:25])[N:19]3[CH2:18][C@@:17]2([CH3:38])[C:34]([F:37])([F:36])[F:35])=[CH:10][CH:9]=1.Cl[CH2:40][CH2:41][N:42]([CH3:44])[CH3:43]. (4) Given the product [C:68]([C:37]1[CH:42]=[CH:41][C:40]([O:1][C@@H:2]2[CH2:7][CH2:6][C@H:5]([N:8]3[C:13](=[O:14])[C:12]([CH2:15][C:16]4[CH:21]=[CH:20][C:19]([C:22]5[C:23]([C:28]#[N:29])=[CH:24][CH:25]=[CH:26][CH:27]=5)=[CH:18][CH:17]=4)=[C:11]([CH2:30][CH2:31][CH3:32])[N:10]4[N:33]=[CH:34][N:35]=[C:9]34)[CH2:4][CH2:3]2)=[CH:39][CH:38]=1)(=[O:67])[CH3:69], predict the reactants needed to synthesize it. The reactants are: [OH:1][C@H:2]1[CH2:7][CH2:6][C@H:5]([N:8]2[C:13](=[O:14])[C:12]([CH2:15][C:16]3[CH:21]=[CH:20][C:19]([C:22]4[C:23]([C:28]#[N:29])=[CH:24][CH:25]=[CH:26][CH:27]=4)=[CH:18][CH:17]=3)=[C:11]([CH2:30][CH2:31][CH3:32])[N:10]3[N:33]=[CH:34][N:35]=[C:9]23)[CH2:4][CH2:3]1.Br[C:37]1[CH:42]=[CH:41][C:40](O)=[CH:39][CH:38]=1.C1(P(C2C=CC=CC=2)C2C=CC=CC=2)C=CC=CC=1.N(C(OC(C)C)=O)=NC([O:67][CH:68](C)[CH3:69])=O.Cl.C([Sn](CCCC)(C(OCC)=C)CCCCC)CCC.[F-].[K+]. (5) Given the product [OH:44][NH:43][C:21]([C:11]1[C:12]2[C:13](=[C:14]3[C:18](=[CH:19][CH:20]=2)[NH:17][N:16]=[CH:15]3)[N:9]([C:6]2[CH:7]=[CH:8][C:3]([O:2][CH3:1])=[CH:4][CH:5]=2)[N:10]=1)=[O:22], predict the reactants needed to synthesize it. The reactants are: [CH3:1][O:2][C:3]1[CH:8]=[CH:7][C:6]([N:9]2[C:13]3=[C:14]4[C:18](=[CH:19][CH:20]=[C:12]3[C:11]([C:21](O)=[O:22])=[N:10]2)[NH:17][N:16]=[CH:15]4)=[CH:5][CH:4]=1.C(C1NC=CN=1)(C1NC=CN=1)=O.C([O-])([O-])=O.[Na+].[Na+].Cl.[NH2:43][OH:44]. (6) Given the product [CH2:19]([O:16][C:13]1[CH:14]=[CH:15][C:10]([C:2]2[O:1][C:5]3[CH:6]=[CH:7][CH:8]=[CH:9][C:4]=3[N:3]=2)=[CH:11][CH:12]=1)[C:18]#[CH:17], predict the reactants needed to synthesize it. The reactants are: [O:1]1[C:5]2[CH:6]=[CH:7][CH:8]=[CH:9][C:4]=2[N:3]=[C:2]1[C:10]1[CH:15]=[CH:14][C:13]([OH:16])=[CH:12][CH:11]=1.[CH2:17](Br)[C:18]#[CH:19].C([O-])([O-])=O.[Na+].[Na+].